Dataset: NCI-60 drug combinations with 297,098 pairs across 59 cell lines. Task: Regression. Given two drug SMILES strings and cell line genomic features, predict the synergy score measuring deviation from expected non-interaction effect. (1) Drug 1: C1CNP(=O)(OC1)N(CCCl)CCCl. Drug 2: CC(C)CN1C=NC2=C1C3=CC=CC=C3N=C2N. Cell line: OVCAR-4. Synergy scores: CSS=-7.14, Synergy_ZIP=4.89, Synergy_Bliss=4.05, Synergy_Loewe=-9.38, Synergy_HSA=-8.48. (2) Drug 2: C(CCl)NC(=O)N(CCCl)N=O. Synergy scores: CSS=0.160, Synergy_ZIP=0.411, Synergy_Bliss=0.524, Synergy_Loewe=-0.878, Synergy_HSA=-1.85. Drug 1: CC(C)(C#N)C1=CC(=CC(=C1)CN2C=NC=N2)C(C)(C)C#N. Cell line: OVCAR-8.